From a dataset of Forward reaction prediction with 1.9M reactions from USPTO patents (1976-2016). Predict the product of the given reaction. Given the reactants CO[C:3]1[CH:8]=[CH:7][C:6]([C@H:9]([NH2:11])[CH3:10])=[CH:5][CH:4]=1.[CH2:12]1[CH2:18][S:15](=[O:17])(=[O:16])[O:14][CH2:13]1.O1CCC[CH2:20]1, predict the reaction product. The product is: [CH3:20][C:3]1[CH:8]=[CH:7][C:6]([C@H:9]([NH:11][CH2:13][CH2:12][CH2:18][S:15]([OH:14])(=[O:17])=[O:16])[CH3:10])=[CH:5][CH:4]=1.